From a dataset of NCI-60 drug combinations with 297,098 pairs across 59 cell lines. Regression. Given two drug SMILES strings and cell line genomic features, predict the synergy score measuring deviation from expected non-interaction effect. (1) Drug 1: CN(C)N=NC1=C(NC=N1)C(=O)N. Drug 2: CCN(CC)CCNC(=O)C1=C(NC(=C1C)C=C2C3=C(C=CC(=C3)F)NC2=O)C. Cell line: SW-620. Synergy scores: CSS=-3.28, Synergy_ZIP=3.26, Synergy_Bliss=2.23, Synergy_Loewe=-4.92, Synergy_HSA=-3.32. (2) Drug 1: CC1=C2C(C(=O)C3(C(CC4C(C3C(C(C2(C)C)(CC1OC(=O)C(C(C5=CC=CC=C5)NC(=O)OC(C)(C)C)O)O)OC(=O)C6=CC=CC=C6)(CO4)OC(=O)C)OC)C)OC. Drug 2: CN(CC1=CN=C2C(=N1)C(=NC(=N2)N)N)C3=CC=C(C=C3)C(=O)NC(CCC(=O)O)C(=O)O. Cell line: HCC-2998. Synergy scores: CSS=38.2, Synergy_ZIP=-11.3, Synergy_Bliss=-12.0, Synergy_Loewe=-20.9, Synergy_HSA=-6.16. (3) Drug 1: CC1=C(C=C(C=C1)NC(=O)C2=CC=C(C=C2)CN3CCN(CC3)C)NC4=NC=CC(=N4)C5=CN=CC=C5. Drug 2: CC1C(C(CC(O1)OC2CC(OC(C2O)C)OC3=CC4=CC5=C(C(=O)C(C(C5)C(C(=O)C(C(C)O)O)OC)OC6CC(C(C(O6)C)O)OC7CC(C(C(O7)C)O)OC8CC(C(C(O8)C)O)(C)O)C(=C4C(=C3C)O)O)O)O. Cell line: RPMI-8226. Synergy scores: CSS=11.5, Synergy_ZIP=2.05, Synergy_Bliss=-0.0453, Synergy_Loewe=-44.1, Synergy_HSA=-2.68. (4) Synergy scores: CSS=41.2, Synergy_ZIP=-4.20, Synergy_Bliss=-0.298, Synergy_Loewe=4.87, Synergy_HSA=5.49. Drug 2: COCCOC1=C(C=C2C(=C1)C(=NC=N2)NC3=CC=CC(=C3)C#C)OCCOC.Cl. Drug 1: C1CCC(CC1)NC(=O)N(CCCl)N=O. Cell line: CAKI-1. (5) Drug 1: CC1=C(C(CCC1)(C)C)C=CC(=CC=CC(=CC(=O)O)C)C. Drug 2: CNC(=O)C1=NC=CC(=C1)OC2=CC=C(C=C2)NC(=O)NC3=CC(=C(C=C3)Cl)C(F)(F)F. Cell line: BT-549. Synergy scores: CSS=-1.64, Synergy_ZIP=11.6, Synergy_Bliss=5.51, Synergy_Loewe=5.76, Synergy_HSA=1.88. (6) Drug 1: C1=NC2=C(N1)C(=S)N=C(N2)N. Drug 2: CCN(CC)CCNC(=O)C1=C(NC(=C1C)C=C2C3=C(C=CC(=C3)F)NC2=O)C. Cell line: M14. Synergy scores: CSS=39.3, Synergy_ZIP=0.406, Synergy_Bliss=1.04, Synergy_Loewe=-0.898, Synergy_HSA=0.121. (7) Drug 1: CC1=C(C=C(C=C1)NC(=O)C2=CC=C(C=C2)CN3CCN(CC3)C)NC4=NC=CC(=N4)C5=CN=CC=C5. Drug 2: CCC1(C2=C(COC1=O)C(=O)N3CC4=CC5=C(C=CC(=C5CN(C)C)O)N=C4C3=C2)O.Cl. Cell line: HT29. Synergy scores: CSS=27.4, Synergy_ZIP=4.81, Synergy_Bliss=6.33, Synergy_Loewe=-35.8, Synergy_HSA=3.72.